Dataset: Reaction yield outcomes from USPTO patents with 853,638 reactions. Task: Predict the reaction yield, written as a fraction of the theoretical maximum amount of product (1.0 means a 100% yield; for example, 0.34 means a 34% yield). (1) The yield is 0.780. The product is [C:19]([OH:26])(=[O:25])/[CH:20]=[CH:21]/[C:22]([OH:24])=[O:23].[Br:1][C:2]1[N:7]=[CH:6][C:5]([N:8]2[CH2:15][C@@H:14]3[C@@H:10]([NH:11][CH2:12][CH2:13]3)[CH2:9]2)=[CH:4][C:3]=1[CH2:16][O:17][CH3:18]. The reactants are [Br:1][C:2]1[N:7]=[CH:6][C:5]([N:8]2[CH2:15][C@@H:14]3[C@@H:10]([NH:11][CH2:12][CH2:13]3)[CH2:9]2)=[CH:4][C:3]=1[CH2:16][O:17][CH3:18].[C:19]([OH:26])(=[O:25])/[CH:20]=[CH:21]/[C:22]([OH:24])=[O:23]. No catalyst specified. (2) The reactants are [CH3:1][CH:2]([C:4]1[N:8]([CH2:9][C:10]2[C:19]3[C:14](=[CH:15][CH:16]=[CH:17][CH:18]=3)[CH:13]=[CH:12][CH:11]=2)[C:7]2[CH:20]=[C:21]([N:27]3[CH2:32][CH2:31][O:30][CH2:29][CH2:28]3)[CH:22]=[C:23]([N+:24]([O-])=O)[C:6]=2[N:5]=1)[CH3:3].C([O-])([O-])=O.[Na+].[Na+]. The catalyst is CO. The product is [CH3:3][CH:2]([C:4]1[N:8]([CH2:9][C:10]2[C:19]3[C:14](=[CH:15][CH:16]=[CH:17][CH:18]=3)[CH:13]=[CH:12][CH:11]=2)[C:7]2[CH:20]=[C:21]([N:27]3[CH2:28][CH2:29][O:30][CH2:31][CH2:32]3)[CH:22]=[C:23]([NH2:24])[C:6]=2[N:5]=1)[CH3:1]. The yield is 0.810. (3) The yield is 1.00. The catalyst is CO. The product is [CH2:59]([O:58][C:32]1[CH:31]=[C:30]([C:27]2[CH:28]=[CH:29][C:24]([C@@H:6]3[O:7][C@H:8]([CH2:19][OH:20])[C@@H:9]([OH:15])[C@H:10]([OH:11])[C@H:5]3[OH:4])=[CH:25][CH:26]=2)[CH:35]=[CH:34][C:33]=1[C@@H:36]1[C@@H:39]([CH2:40][CH2:41][C@@H:42]([C:44]2[CH:45]=[CH:46][C:47]([F:50])=[CH:48][CH:49]=2)[OH:43])[C:38](=[O:51])[N:37]1[C:52]1[CH:57]=[CH:56][CH:55]=[CH:54][CH:53]=1)[C:60]1[CH:65]=[CH:64][CH:63]=[CH:62][CH:61]=1. The reactants are C([O:4][C@@H:5]1[C@@H:10]([O:11]C(=O)C)[C@H:9]([O:15]C(=O)C)[C@@H:8]([CH2:19][O:20]C(=O)C)[O:7][C@H:6]1[C:24]1[CH:29]=[CH:28][C:27]([C:30]2[CH:35]=[CH:34][C:33]([C@@H:36]3[C@@H:39]([CH2:40][CH2:41][C@@H:42]([C:44]4[CH:49]=[CH:48][C:47]([F:50])=[CH:46][CH:45]=4)[OH:43])[C:38](=[O:51])[N:37]3[C:52]3[CH:57]=[CH:56][CH:55]=[CH:54][CH:53]=3)=[C:32]([O:58][CH2:59][C:60]3[CH:65]=[CH:64][CH:63]=[CH:62][CH:61]=3)[CH:31]=2)=[CH:26][CH:25]=1)(=O)C.[F-].[K+].O.C(OCC)(=O)C. (4) The reactants are [NH2:1][C:2]1[N:3]([CH2:27][CH3:28])[C:4]2[C:9]([C:10](=[O:25])[C:11]=1[C:12]1[N:13](COCC[Si](C)(C)C)[CH:14]=[CH:15][N:16]=1)=[CH:8][CH:7]=[C:6]([Cl:26])[N:5]=2.FC(F)(F)C(O)=O. The catalyst is ClCCl. The product is [NH2:1][C:2]1[N:3]([CH2:27][CH3:28])[C:4]2[C:9]([C:10](=[O:25])[C:11]=1[C:12]1[NH:16][CH:15]=[CH:14][N:13]=1)=[CH:8][CH:7]=[C:6]([Cl:26])[N:5]=2. The yield is 0.830. (5) The yield is 0.150. The reactants are [CH:1](N(C(C)C)CC)([CH3:3])[CH3:2].[CH2:10]([Li])CCC.[C:15]1([CH2:21][C:22]([OH:24])=[O:23])[CH:20]=[CH:19][CH:18]=[CH:17][CH:16]=1.C(Br)C#C.C1(C)C=CC=CC=1.Cl. The product is [CH3:10][O:23][C:22](=[O:24])[CH:21]([C:15]1[CH:20]=[CH:19][CH:18]=[CH:17][CH:16]=1)[CH2:3][C:1]#[CH:2]. The catalyst is O1CCCC1.C(OCC)(=O)C. (6) The reactants are [F:1][C:2]1[CH:3]=[C:4]([C:11]([CH3:23])([CH3:22])[CH2:12][C:13]([OH:21])([C:17]([F:20])([F:19])[F:18])[C:14](O)=[O:15])[C:5]2[O:9][CH2:8][CH2:7][C:6]=2[CH:10]=1.[H-].[Al+3].[Li+].[H-].[H-].[H-].C([O-])(O)=O.[Na+]. The catalyst is C1COCC1. The product is [F:1][C:2]1[CH:3]=[C:4]([C:11]([CH3:23])([CH3:22])[CH2:12][C:13]([C:17]([F:20])([F:18])[F:19])([OH:21])[CH2:14][OH:15])[C:5]2[O:9][CH2:8][CH2:7][C:6]=2[CH:10]=1. The yield is 0.737. (7) The reactants are [CH:1](O)=[O:2].C(OC(=O)C)(=O)C.[CH2:11]([CH:18]1[CH2:22][O:21][C:20](=[O:23])[N:19]1[C:24](=[O:41])[CH:25]([CH2:35][CH:36]1[CH2:40][CH2:39][CH2:38][CH2:37]1)[CH2:26][NH:27][O:28][CH:29]1[CH2:34][CH2:33][CH2:32][CH2:31][O:30]1)[C:12]1[CH:17]=[CH:16][CH:15]=[CH:14][CH:13]=1.CCN(CC)CC. The catalyst is C(Cl)Cl. The product is [CH2:11]([CH:18]1[CH2:22][O:21][C:20](=[O:23])[N:19]1[C:24](=[O:41])[CH:25]([CH2:35][CH:36]1[CH2:37][CH2:38][CH2:39][CH2:40]1)[CH2:26][N:27]([O:28][CH:29]1[CH2:34][CH2:33][CH2:32][CH2:31][O:30]1)[CH:1]=[O:2])[C:12]1[CH:13]=[CH:14][CH:15]=[CH:16][CH:17]=1. The yield is 0.870.